From a dataset of Full USPTO retrosynthesis dataset with 1.9M reactions from patents (1976-2016). Predict the reactants needed to synthesize the given product. (1) The reactants are: [CH3:1][NH:2][CH2:3][CH2:4][OH:5].[Br:6][C:7]1[C:8](Cl)=[C:9]2[CH:15]=[CH:14][N:13]([CH2:16][O:17][CH2:18][CH2:19][Si:20]([CH3:23])([CH3:22])[CH3:21])[C:10]2=[N:11][CH:12]=1. Given the product [Br:6][C:7]1[C:8]([N:2]([CH3:1])[CH2:3][CH2:4][OH:5])=[C:9]2[CH:15]=[CH:14][N:13]([CH2:16][O:17][CH2:18][CH2:19][Si:20]([CH3:23])([CH3:22])[CH3:21])[C:10]2=[N:11][CH:12]=1, predict the reactants needed to synthesize it. (2) The reactants are: [OH:1]O.[C:3]([C:5]([CH3:35])([CH3:34])[C:6]1[CH:11]=[CH:10][C:9]([NH:12][C:13](=[O:24])[C:14]2[CH:19]=[CH:18][C:17]([O:20][CH3:21])=[C:16]([O:22][CH3:23])[CH:15]=2)=[CH:8][C:7]=1B1OC(C)(C)C(C)(C)O1)#[N:4].O.C(Cl)Cl. Given the product [C:3]([C:5]([CH3:35])([CH3:34])[C:6]1[CH:11]=[CH:10][C:9]([NH:12][C:13](=[O:24])[C:14]2[CH:19]=[CH:18][C:17]([O:20][CH3:21])=[C:16]([O:22][CH3:23])[CH:15]=2)=[CH:8][C:7]=1[OH:1])#[N:4], predict the reactants needed to synthesize it. (3) Given the product [CH:15]([N:14]1[C:12](=[O:13])[C:11]2[C:2](=[CH:3][C:4]([C:5]([O:7][CH3:8])=[O:6])=[CH:9][CH:10]=2)[N:1]=[C:22]1[C:23]1[CH:28]=[CH:27][CH:26]=[CH:25][CH:24]=1)([CH3:17])[CH3:16], predict the reactants needed to synthesize it. The reactants are: [NH2:1][C:2]1[CH:3]=[C:4]([CH:9]=[CH:10][C:11]=1[C:12]([NH:14][CH:15]([CH3:17])[CH3:16])=[O:13])[C:5]([O:7][CH3:8])=[O:6].C(O)(=O)C.[CH:22](=O)[C:23]1[CH:28]=[CH:27][CH:26]=[CH:25][CH:24]=1. (4) Given the product [Br:1][C:2]1[CH:7]=[CH:6][C:5]([NH:8][C:9](=[O:21])/[CH:10]=[CH:11]/[C:12]2[CH:17]=[CH:16][C:15]([F:18])=[C:14]([C:19]([OH:23])=[O:27])[CH:13]=2)=[CH:4][CH:3]=1, predict the reactants needed to synthesize it. The reactants are: [Br:1][C:2]1[CH:7]=[CH:6][C:5]([NH:8][C:9](=[O:21])/[CH:10]=[CH:11]/[C:12]2[CH:17]=[CH:16][C:15]([F:18])=[C:14]([C:19]#N)[CH:13]=2)=[CH:4][CH:3]=1.S(=O)(=O)(O)[OH:23].[OH2:27]. (5) Given the product [Cl:1][C:2]1[CH:11]=[CH:10][C:9]2[C:4](=[C:5]([NH:12][C:18]([C:16]3[N:15]=[CH:14][S:13][CH:17]=3)=[O:19])[CH:6]=[CH:7][CH:8]=2)[N:3]=1, predict the reactants needed to synthesize it. The reactants are: [Cl:1][C:2]1[CH:11]=[CH:10][C:9]2[C:4](=[C:5]([NH2:12])[CH:6]=[CH:7][CH:8]=2)[N:3]=1.[S:13]1[CH:17]=[C:16]([C:18](O)=[O:19])[N:15]=[CH:14]1.CN(C(ON1N=NC2C=CC=NC1=2)=[N+](C)C)C.F[P-](F)(F)(F)(F)F.CCN(C(C)C)C(C)C. (6) Given the product [C:1]([C:5]1[CH:10]=[CH:9][C:8]([C:11]2[N:12]([C:32]([N:43]3[CH2:44][CH2:45][N:40]([CH2:46][CH2:47][NH:48][C:49](=[O:51])[CH3:50])[CH2:41][CH2:42]3)=[O:33])[C@@:13]([C:25]3[CH:26]=[CH:27][C:28]([Cl:31])=[CH:29][CH:30]=3)([CH3:24])[C@@:14]([C:17]3[CH:22]=[CH:21][C:20]([Cl:23])=[CH:19][CH:18]=3)([CH3:16])[N:15]=2)=[C:7]([O:35][CH2:36][CH3:37])[CH:6]=1)([CH3:2])([CH3:3])[CH3:4], predict the reactants needed to synthesize it. The reactants are: [C:1]([C:5]1[CH:10]=[CH:9][C:8]([C:11]2[N:12]([C:32](Cl)=[O:33])[C@@:13]([C:25]3[CH:30]=[CH:29][C:28]([Cl:31])=[CH:27][CH:26]=3)([CH3:24])[C@@:14]([C:17]3[CH:22]=[CH:21][C:20]([Cl:23])=[CH:19][CH:18]=3)([CH3:16])[N:15]=2)=[C:7]([O:35][CH2:36][CH3:37])[CH:6]=1)([CH3:4])([CH3:3])[CH3:2].Cl.Cl.[N:40]1([CH2:46][CH2:47][NH:48][C:49](=[O:51])[CH3:50])[CH2:45][CH2:44][NH:43][CH2:42][CH2:41]1. (7) Given the product [Cl:19][C:13]1[C:14](=[O:18])[N:15]([CH3:17])[CH:16]=[C:11]([N:6]2[CH:5]([C:20]3[CH:25]=[CH:24][C:23]([Cl:26])=[CH:22][CH:21]=3)[C:4]3[C:1]([CH3:2])=[N:29][N:28]([CH3:27])[C:8]=3[C:7]2=[O:10])[CH:12]=1, predict the reactants needed to synthesize it. The reactants are: [C:1]([C:4]1[CH:5]([C:20]2[CH:25]=[CH:24][C:23]([Cl:26])=[CH:22][CH:21]=2)[N:6]([C:11]2[CH:12]=[C:13]([Cl:19])[C:14](=[O:18])[N:15]([CH3:17])[CH:16]=2)[C:7](=[O:10])[C:8]=1O)(=O)[CH3:2].[CH3:27][NH:28][NH2:29]. (8) Given the product [Cl:1][C:2]1[CH:7]=[CH:6][C:5]([C:8](=[O:19])[C:9]([N:10]2[CH:14]=[N:13][C:12]([C:15]([F:17])([F:18])[F:16])=[N:11]2)=[CH:22][N:23]([CH3:25])[CH3:24])=[CH:4][CH:3]=1, predict the reactants needed to synthesize it. The reactants are: [Cl:1][C:2]1[CH:7]=[CH:6][C:5]([C:8](=[O:19])[CH2:9][N:10]2[CH:14]=[N:13][C:12]([C:15]([F:18])([F:17])[F:16])=[N:11]2)=[CH:4][CH:3]=1.CO[CH:22](OC)[N:23]([CH3:25])[CH3:24]. (9) The reactants are: CO[C:3](=[O:12])[C:4]1[CH:9]=[CH:8][C:7]([OH:10])=[CH:6][C:5]=1[F:11].Cl[CH2:14][C:15]1[CH:19]=[CH:18][S:17][CH:16]=1.[CH3:20][C@@H:21]1[CH2:25][CH2:24][CH2:23][N:22]1[CH2:26][C@@H:27]1[CH2:31][CH2:30][CH2:29][NH:28]1. Given the product [F:11][C:5]1[CH:6]=[C:7]([O:10][CH2:14][C:15]2[CH:19]=[CH:18][S:17][CH:16]=2)[CH:8]=[CH:9][C:4]=1[C:3]([N:28]1[CH2:29][CH2:30][CH2:31][C@H:27]1[CH2:26][N:22]1[CH2:23][CH2:24][CH2:25][C@H:21]1[CH3:20])=[O:12], predict the reactants needed to synthesize it.